This data is from Full USPTO retrosynthesis dataset with 1.9M reactions from patents (1976-2016). The task is: Predict the reactants needed to synthesize the given product. (1) Given the product [C:1]([O:5][C:6](=[O:25])[NH:7][C@H:8]([C:10]1[N:18]2[CH2:19][CH2:20][C:21]3[CH2:22][CH2:16][C:15]([F:23])=[CH:14][C:13]([C:17]=32)=[CH:12][N:11]=1)[CH3:9])([CH3:2])([CH3:3])[CH3:4], predict the reactants needed to synthesize it. The reactants are: [C:1]([O:5][C:6](=[O:25])[NH:7][C@H:8]([C:10](=O)[NH:11][C:12]1[C:17]2[NH:18][CH2:19][CH2:20][CH2:21][CH2:22][C:16]=2[C:15]([F:23])=[CH:14][CH:13]=1)[CH3:9])([CH3:4])([CH3:3])[CH3:2]. (2) Given the product [OH:15][CH2:14][CH2:13][N:1]1[C:9]2[C:4](=[CH:5][CH:6]=[CH:7][CH:8]=2)[CH:3]=[CH:2]1, predict the reactants needed to synthesize it. The reactants are: [NH:1]1[C:9]2[C:4](=[CH:5][CH:6]=[CH:7][CH:8]=2)[CH:3]=[CH:2]1.[OH-].[K+].Br[CH2:13][CH2:14][OH:15]. (3) Given the product [Si:15]([C:14]#[C:13][C:10]1[N:11]=[CH:12][C:7]([C:27]2([OH:30])[CH2:28][CH2:29][CH:24]([CH3:23])[CH2:25][CH2:26]2)=[CH:8][C:9]=1[F:22])([C:18]([CH3:21])([CH3:20])[CH3:19])([CH3:17])[CH3:16], predict the reactants needed to synthesize it. The reactants are: C([Li])CCC.Br[C:7]1[CH:8]=[C:9]([F:22])[C:10]([C:13]#[C:14][Si:15]([C:18]([CH3:21])([CH3:20])[CH3:19])([CH3:17])[CH3:16])=[N:11][CH:12]=1.[CH3:23][CH:24]1[CH2:29][CH2:28][C:27](=[O:30])[CH2:26][CH2:25]1.CCOC(C)=O. (4) The reactants are: [C:1]1([C:7]2[CH:16]=[C:15]([C:17](Cl)=[O:18])[C:14]3[C:9](=[CH:10][CH:11]=[CH:12][CH:13]=3)[N:8]=2)[CH:6]=[CH:5][CH:4]=[CH:3][CH:2]=1.N1C=CC=CC=1.[NH2:26][C:27]1[O:28][C:29]([C:32]2[O:33][CH:34]=[CH:35][CH:36]=2)=[N:30][N:31]=1. Given the product [O:33]1[CH:34]=[CH:35][CH:36]=[C:32]1[C:29]1[O:28][C:27]([NH:26][C:17]([C:15]2[C:14]3[C:9](=[CH:10][CH:11]=[CH:12][CH:13]=3)[N:8]=[C:7]([C:1]3[CH:6]=[CH:5][CH:4]=[CH:3][CH:2]=3)[CH:16]=2)=[O:18])=[N:31][N:30]=1, predict the reactants needed to synthesize it. (5) Given the product [CH3:7][C@:8]1([C:3]2[CH:2]=[CH:1][C:4]3[C:5](=[CH:6][CH:1]=[CH:2][CH:3]=3)[CH:4]=2)[CH2:9][O:10]1, predict the reactants needed to synthesize it. The reactants are: [CH3:1][CH2:2][CH2:3][CH2:4][CH2:5][CH3:6].[CH3:7][CH:8]([OH:10])[CH3:9]. (6) Given the product [C:12]([O:16][C:17]([N:19]1[CH2:24][CH2:23][N:22]([C:1](=[O:3])[C:4]2[CH:11]=[CH:10][C:7]([CH:8]=[O:9])=[CH:6][CH:5]=2)[CH2:21][CH2:20]1)=[O:18])([CH3:15])([CH3:13])[CH3:14], predict the reactants needed to synthesize it. The reactants are: [C:1]([C:4]1[CH:11]=[CH:10][C:7]([CH:8]=[O:9])=[CH:6][CH:5]=1)([OH:3])=O.[C:12]([O:16][C:17]([N:19]1[CH2:24][CH2:23][NH:22][CH2:21][CH2:20]1)=[O:18])([CH3:15])([CH3:14])[CH3:13].CCN=C=NCCCN(C)C.C1C=CC2N(O)N=NC=2C=1. (7) The reactants are: [CH3:1][O:2][C:3]1[CH:10]=[CH:9][C:6]([CH2:7]Cl)=[CH:5][CH:4]=1.C([O-])([O-])=O.[K+].[K+].[F:17][C:18]1[CH:19]=[C:20]2[C:24](=[CH:25][CH:26]=1)[NH:23][C:22]([CH3:27])=[C:21]2[C:28]1[C:33]2[CH:34]=[CH:35][CH:36]=[CH:37][C:32]=2[S:31](=[O:39])(=[O:38])[NH:30][N:29]=1.Br[CH2:41][C:42]([O:44][C:45]([CH3:48])([CH3:47])[CH3:46])=[O:43]. Given the product [C:45]([O:44][C:42](=[O:43])[CH2:41][N:23]1[C:24]2[C:20](=[CH:19][C:18]([F:17])=[CH:26][CH:25]=2)[C:21]([C:28]2[C:33]3[CH:34]=[CH:35][CH:36]=[CH:37][C:32]=3[S:31](=[O:38])(=[O:39])[N:30]([CH2:7][C:6]3[CH:9]=[CH:10][C:3]([O:2][CH3:1])=[CH:4][CH:5]=3)[N:29]=2)=[C:22]1[CH3:27])([CH3:48])([CH3:47])[CH3:46], predict the reactants needed to synthesize it.